From a dataset of NCI-60 drug combinations with 297,098 pairs across 59 cell lines. Regression. Given two drug SMILES strings and cell line genomic features, predict the synergy score measuring deviation from expected non-interaction effect. (1) Drug 1: CCC1=C2CN3C(=CC4=C(C3=O)COC(=O)C4(CC)O)C2=NC5=C1C=C(C=C5)O. Drug 2: CC1=C(C(=O)C2=C(C1=O)N3CC4C(C3(C2COC(=O)N)OC)N4)N. Cell line: T-47D. Synergy scores: CSS=41.1, Synergy_ZIP=-3.67, Synergy_Bliss=-2.73, Synergy_Loewe=-11.8, Synergy_HSA=1.50. (2) Drug 1: CC(C1=C(C=CC(=C1Cl)F)Cl)OC2=C(N=CC(=C2)C3=CN(N=C3)C4CCNCC4)N. Drug 2: COC1=CC(=CC(=C1O)OC)C2C3C(COC3=O)C(C4=CC5=C(C=C24)OCO5)OC6C(C(C7C(O6)COC(O7)C8=CC=CS8)O)O. Cell line: M14. Synergy scores: CSS=26.4, Synergy_ZIP=-0.877, Synergy_Bliss=1.46, Synergy_Loewe=-13.9, Synergy_HSA=-1.43. (3) Drug 1: CN(CCCl)CCCl.Cl. Drug 2: N.N.Cl[Pt+2]Cl. Cell line: SN12C. Synergy scores: CSS=20.1, Synergy_ZIP=-4.64, Synergy_Bliss=1.00, Synergy_Loewe=-7.64, Synergy_HSA=0.641. (4) Drug 2: C1CC(=O)NC(=O)C1N2C(=O)C3=CC=CC=C3C2=O. Cell line: OVCAR-4. Synergy scores: CSS=2.07, Synergy_ZIP=-1.99, Synergy_Bliss=-4.91, Synergy_Loewe=-7.82, Synergy_HSA=-5.18. Drug 1: C1C(C(OC1N2C=NC3=C(N=C(N=C32)Cl)N)CO)O. (5) Drug 1: C1=NNC2=C1C(=O)NC=N2. Drug 2: CCC1(C2=C(COC1=O)C(=O)N3CC4=CC5=C(C=CC(=C5CN(C)C)O)N=C4C3=C2)O.Cl. Cell line: A498. Synergy scores: CSS=24.0, Synergy_ZIP=-5.75, Synergy_Bliss=-2.44, Synergy_Loewe=-7.41, Synergy_HSA=-1.75. (6) Drug 1: CC1=C2C(C(=O)C3(C(CC4C(C3C(C(C2(C)C)(CC1OC(=O)C(C(C5=CC=CC=C5)NC(=O)OC(C)(C)C)O)O)OC(=O)C6=CC=CC=C6)(CO4)OC(=O)C)O)C)O. Drug 2: C1CN(P(=O)(OC1)NCCCl)CCCl. Cell line: HCT-15. Synergy scores: CSS=5.93, Synergy_ZIP=-4.74, Synergy_Bliss=-6.42, Synergy_Loewe=-1.67, Synergy_HSA=-4.42. (7) Cell line: SF-295. Drug 2: CC(C)CN1C=NC2=C1C3=CC=CC=C3N=C2N. Drug 1: C1=NC2=C(N=C(N=C2N1C3C(C(C(O3)CO)O)O)F)N. Synergy scores: CSS=-1.11, Synergy_ZIP=-1.67, Synergy_Bliss=-4.88, Synergy_Loewe=-3.84, Synergy_HSA=-4.99. (8) Drug 1: CCN(CC)CCCC(C)NC1=C2C=C(C=CC2=NC3=C1C=CC(=C3)Cl)OC. Cell line: A498. Drug 2: C1CNP(=O)(OC1)N(CCCl)CCCl. Synergy scores: CSS=33.4, Synergy_ZIP=-0.302, Synergy_Bliss=2.34, Synergy_Loewe=-55.0, Synergy_HSA=2.53.